From a dataset of Full USPTO retrosynthesis dataset with 1.9M reactions from patents (1976-2016). Predict the reactants needed to synthesize the given product. (1) Given the product [F:36][C:31]1[CH:30]=[C:29]([C@@H:11]([C:8]2[CH:9]=[CH:10][C:5]([S:2]([CH3:1])(=[O:4])=[O:3])=[CH:6][CH:7]=2)[CH2:12][CH2:13][OH:14])[CH:34]=[C:33]([F:35])[CH:32]=1, predict the reactants needed to synthesize it. The reactants are: [CH3:1][S:2]([C:5]1[CH:10]=[CH:9][C:8]([C@H:11]([C:29]2[CH:34]=[C:33]([F:35])[CH:32]=[C:31]([F:36])[CH:30]=2)[CH2:12][C:13](N2[C@H](C3C=CC=CC=3)[C@H](C)N(C)C2=O)=[O:14])=[CH:7][CH:6]=1)(=[O:4])=[O:3].[BH4-].[Li+]. (2) Given the product [CH2:1]([O:3][C:4](=[O:23])[CH:5]([N:6]([CH:20]1[CH2:22][CH2:21]1)[C:7](=[O:19])[C:8]1[CH:9]=[CH:10][C:11]([O:14][C:15]([F:16])([F:17])[F:18])=[CH:12][CH:13]=1)[C:36]([C:34]1[N:33]=[N:32][N:31]([CH2:24][C:25]2[CH:30]=[CH:29][CH:28]=[CH:27][CH:26]=2)[CH:35]=1)=[O:37])[CH3:2], predict the reactants needed to synthesize it. The reactants are: [CH2:1]([O:3][C:4](=[O:23])[CH2:5][N:6]([CH:20]1[CH2:22][CH2:21]1)[C:7](=[O:19])[C:8]1[CH:13]=[CH:12][C:11]([O:14][C:15]([F:18])([F:17])[F:16])=[CH:10][CH:9]=1)[CH3:2].[CH2:24]([N:31]1[CH:35]=[C:34]([C:36](O)=[O:37])[N:33]=[N:32]1)[C:25]1[CH:30]=[CH:29][CH:28]=[CH:27][CH:26]=1.